Predict the product of the given reaction. From a dataset of Forward reaction prediction with 1.9M reactions from USPTO patents (1976-2016). (1) Given the reactants [NH2:1][CH2:2][C:3]1[C:4]([NH:20][C@H:21]([C:23]2[CH:28]=[CH:27][C:26]([F:29])=[CH:25][CH:24]=2)[CH3:22])=[N:5][C:6]([NH:10][C:11]2[CH:15]=[C:14]([O:16][CH:17]([CH3:19])[CH3:18])[NH:13][N:12]=2)=[C:7]([F:9])[CH:8]=1.[C:30](O)(=[O:32])[CH3:31], predict the reaction product. The product is: [F:9][C:7]1[CH:8]=[C:3]([CH2:2][NH:1][C:30](=[O:32])[CH3:31])[C:4]([NH:20][C@H:21]([C:23]2[CH:24]=[CH:25][C:26]([F:29])=[CH:27][CH:28]=2)[CH3:22])=[N:5][C:6]=1[NH:10][C:11]1[CH:15]=[C:14]([O:16][CH:17]([CH3:18])[CH3:19])[NH:13][N:12]=1. (2) Given the reactants [F:1][C:2]1[CH:3]=[CH:4][C:5]([N+:9]([O-:11])=[O:10])=[C:6]([OH:8])[CH:7]=1.C(=O)([O-])[O-].[K+].[K+].[CH2:18](Br)[C:19]1[CH:24]=[CH:23][CH:22]=[CH:21][CH:20]=1, predict the reaction product. The product is: [CH2:18]([O:8][C:6]1[CH:7]=[C:2]([F:1])[CH:3]=[CH:4][C:5]=1[N+:9]([O-:11])=[O:10])[C:19]1[CH:24]=[CH:23][CH:22]=[CH:21][CH:20]=1. (3) Given the reactants [OH:1][C:2]1[CH:7]=[CH:6][CH:5]=[CH:4][C:3]=1[C:8]1[C:9]([O:16][CH3:17])=[CH:10][C:11](=[O:15])[N:12]([CH3:14])[N:13]=1.[CH:18]1(O)[CH2:23][CH2:22][CH2:21][CH2:20][CH2:19]1.C1(P(C2C=CC=CC=2)C2C=CC=CC=2)C=CC=CC=1.N(C(OC(C)C)=O)=NC(OC(C)C)=O, predict the reaction product. The product is: [CH:18]1([O:1][C:2]2[CH:7]=[CH:6][CH:5]=[CH:4][C:3]=2[C:8]2[C:9]([O:16][CH3:17])=[CH:10][C:11](=[O:15])[N:12]([CH3:14])[N:13]=2)[CH2:23][CH2:22][CH2:21][CH2:20][CH2:19]1. (4) Given the reactants [C:1]([O:4][C:5]1[CH:6]=[C:7]([CH:11]=[CH:12][CH:13]=1)C(O)=O)(=[O:3])[CH3:2].C([N:16]([CH2:19]C)CC)C.C1(P(N=[N+]=[N-])(C2C=CC=CC=2)=[O:28])C=CC=CC=1.[C:38]1([C:44]2[N:48]=[C:47]([N:49]3[CH2:54][CH2:53][NH:52][CH2:51][CH2:50]3)[S:46][N:45]=2)[CH:43]=[CH:42][CH:41]=[CH:40][CH:39]=1, predict the reaction product. The product is: [C:1]([O:4][C:5]1[CH:13]=[CH:12][CH:11]=[C:7]([NH:16][C:19]([N:52]2[CH2:53][CH2:54][N:49]([C:47]3[S:46][N:45]=[C:44]([C:38]4[CH:39]=[CH:40][CH:41]=[CH:42][CH:43]=4)[N:48]=3)[CH2:50][CH2:51]2)=[O:28])[CH:6]=1)(=[O:3])[CH3:2].